Predict the reaction yield, written as a fraction of the theoretical maximum amount of product (1.0 means a 100% yield; for example, 0.34 means a 34% yield). From a dataset of Reaction yield outcomes from USPTO patents with 853,638 reactions. (1) The yield is 0.710. The catalyst is CN(C=O)C.C1C=CC([P]([Pd]([P](C2C=CC=CC=2)(C2C=CC=CC=2)C2C=CC=CC=2)([P](C2C=CC=CC=2)(C2C=CC=CC=2)C2C=CC=CC=2)[P](C2C=CC=CC=2)(C2C=CC=CC=2)C2C=CC=CC=2)(C2C=CC=CC=2)C2C=CC=CC=2)=CC=1.[Cu]I. The reactants are [C:1]([CH:3]1[CH2:6][N:5]([C:7](=[O:31])[C@H:8]([NH:10][C:11]([C:13]2[C:21]3[C:16](=[N:17][CH:18]=[C:19](Br)[N:20]=3)[N:15]([CH2:23][O:24][CH2:25][CH2:26][Si:27]([CH3:30])([CH3:29])[CH3:28])[CH:14]=2)=[O:12])[CH3:9])[CH2:4]1)#[N:2].[F:32][C:33]1[CH:34]=[CH:35][C:36]2[N:37]([C:39]([CH2:55][OH:56])=[N:40][C:41]=2[Sn](CCCC)(CCCC)CCCC)[CH:38]=1. The product is [C:1]([CH:3]1[CH2:6][N:5]([C:7](=[O:31])[C@H:8]([NH:10][C:11]([C:13]2[C:21]3[C:16](=[N:17][CH:18]=[C:19]([C:41]4[N:40]=[C:39]([CH2:55][OH:56])[N:37]5[CH:38]=[C:33]([F:32])[CH:34]=[CH:35][C:36]=45)[N:20]=3)[N:15]([CH2:23][O:24][CH2:25][CH2:26][Si:27]([CH3:30])([CH3:29])[CH3:28])[CH:14]=2)=[O:12])[CH3:9])[CH2:4]1)#[N:2]. (2) The reactants are [C:1]([Li])([CH3:4])([CH3:3])[CH3:2].CCCCC.Br[C:12]1[CH:17]=[CH:16][CH:15]=[C:14]([C:18]([CH3:21])([CH3:20])[CH3:19])[CH:13]=1.[C:22]1(=[O:28])[CH2:27]CCC[CH2:23]1. The catalyst is O1CCCC1.[Cl-].[NH4+].C(OCC)(=O)C. The product is [C:18]([C:14]1[CH:13]=[C:12]([C:22]2([OH:28])[CH2:27][CH2:3][C:1](=[CH2:4])[CH2:2][CH2:23]2)[CH:17]=[CH:16][CH:15]=1)([CH3:21])([CH3:20])[CH3:19]. The yield is 0.810. (3) The reactants are [NH2:1][C:2]1[CH:10]=[CH:9][C:8]([N+:11]([O-:13])=[O:12])=[CH:7][C:3]=1[C:4]([OH:6])=O.[NH2:14][C:15](N)=[O:16]. The catalyst is O. The product is [N+:11]([C:8]1[CH:7]=[C:3]2[C:2](=[CH:10][CH:9]=1)[NH:1][C:15](=[O:16])[NH:14][C:4]2=[O:6])([O-:13])=[O:12]. The yield is 0.990.